From a dataset of Volume of distribution at steady state (VDss) regression data from Lombardo et al.. Regression/Classification. Given a drug SMILES string, predict its absorption, distribution, metabolism, or excretion properties. Task type varies by dataset: regression for continuous measurements (e.g., permeability, clearance, half-life) or binary classification for categorical outcomes (e.g., BBB penetration, CYP inhibition). For this dataset (vdss_lombardo), we predict log10(VDss) (log10 of volume of distribution in L/kg). (1) The log10(VDss) is -0.680. The drug is CCCCCOc1ccc(-c2cc(-c3ccc(C(=O)NC4CC(O)C(O)NC(=O)C5C(O)C(C)CN5C(=O)C(C(O)CC(N)=O)NC(=O)C(C(O)C(O)c5ccc(O)c(OS(=O)(=O)[O-])c5)NC(=O)C5CC(O)CN5C(=O)C(C(C)O)NC4=O)cc3)no2)cc1. (2) The drug is O=C1CCC(C(=O)N2CSCC2C(=O)[O-])N1. The log10(VDss) is -0.510. (3) The log10(VDss) is 1.04. The drug is CC[NH2+]C(C)Cc1cccc(C(F)(F)F)c1. (4) The log10(VDss) is 0.610. The drug is c1ccc(C2(c3ccccc3)CC2C2=[NH+]CCN2)cc1. (5) The molecule is CC(CCc1ccc2c(c1)OCO2)[NH2+]CC(O)c1ccc(O)c(C(N)=O)c1. The log10(VDss) is 0.900. (6) The drug is [NH3+]CC(CC(=O)[O-])c1ccc(Cl)cc1. The log10(VDss) is -0.190.